This data is from Forward reaction prediction with 1.9M reactions from USPTO patents (1976-2016). The task is: Predict the product of the given reaction. (1) The product is: [CH:22]([OH:24])=[O:23].[NH2:1][C:2]1[C:3]2[N:4]([C:8]([CH:18]3[CH2:21][CH2:20][CH2:19]3)=[N:9][C:10]=2[C:11]2[CH:12]=[C:13]([CH:14]=[CH:15][CH:16]=2)[O:17][CH2:29][CH2:30][OH:31])[CH:5]=[CH:6][N:7]=1. Given the reactants [NH2:1][C:2]1[C:3]2[N:4]([C:8]([CH:18]3[CH2:21][CH2:20][CH2:19]3)=[N:9][C:10]=2[C:11]2[CH:12]=[C:13]([OH:17])[CH:14]=[CH:15][CH:16]=2)[CH:5]=[CH:6][N:7]=1.[C:22](=O)([O-:24])[O-:23].[Cs+].[Cs+].Br[CH2:29][CH2:30][OH:31].C([O-])(O)=O.[Na+], predict the reaction product. (2) Given the reactants [NH2:1][C:2]1[C:10]2[C:9]([C:11]3[CH:16]=[CH:15][C:14]([Cl:17])=[C:13]([Cl:18])[CH:12]=3)=[N:8][C:7]([NH:19][CH2:20][C:21]([CH3:32])([CH3:31])[CH2:22][NH:23]C(OC(C)(C)C)=O)=[N:6][C:5]=2[S:4][C:3]=1[C:33]([NH2:35])=[O:34].Cl, predict the reaction product. The product is: [NH2:1][C:2]1[C:10]2[C:9]([C:11]3[CH:16]=[CH:15][C:14]([Cl:17])=[C:13]([Cl:18])[CH:12]=3)=[N:8][C:7]([NH:19][CH2:20][C:21]([CH3:32])([CH3:31])[CH2:22][NH2:23])=[N:6][C:5]=2[S:4][C:3]=1[C:33]([NH2:35])=[O:34]. (3) Given the reactants [C:1]([C:5]1[CH:6]=[C:7]([NH:17][C:18]([NH:20][C@@H:21]2[C:30]3[C:25](=[CH:26][CH:27]=[CH:28][CH:29]=3)[C@H:24]([O:31][C:32]3[CH:33]=[CH:34][C:35]4[N:36]([C:38]([CH2:41][N:42]5[CH2:47][CH2:46][N:45]([CH3:48])[CH:44]([CH2:49][O:50][Si](C(C)C)(C(C)C)C(C)C)[CH2:43]5)=[N:39][N:40]=4)[CH:37]=3)[CH2:23][CH2:22]2)=[O:19])[N:8]([C:10]2[CH:15]=[CH:14][C:13]([CH3:16])=[CH:12][CH:11]=2)[N:9]=1)([CH3:4])([CH3:3])[CH3:2].CCCC[N+](CCCC)(CCCC)CCCC.[F-], predict the reaction product. The product is: [C:1]([C:5]1[CH:6]=[C:7]([NH:17][C:18]([NH:20][C@@H:21]2[C:30]3[C:25](=[CH:26][CH:27]=[CH:28][CH:29]=3)[C@H:24]([O:31][C:32]3[CH:33]=[CH:34][C:35]4[N:36]([C:38]([CH2:41][N:42]5[CH2:47][CH2:46][N:45]([CH3:48])[CH:44]([CH2:49][OH:50])[CH2:43]5)=[N:39][N:40]=4)[CH:37]=3)[CH2:23][CH2:22]2)=[O:19])[N:8]([C:10]2[CH:11]=[CH:12][C:13]([CH3:16])=[CH:14][CH:15]=2)[N:9]=1)([CH3:4])([CH3:2])[CH3:3].